This data is from Reaction yield outcomes from USPTO patents with 853,638 reactions. The task is: Predict the reaction yield, written as a fraction of the theoretical maximum amount of product (1.0 means a 100% yield; for example, 0.34 means a 34% yield). (1) The reactants are Cl[C:2]([O:4][C:5]1[CH:10]=[CH:9][C:8]([O:11][C:12]2[CH:17]=[CH:16][C:15]([C:18]([F:21])([F:20])[F:19])=[CH:14][N:13]=2)=[CH:7][CH:6]=1)=[O:3].[F:22][C:23]([F:37])([F:36])[C:24]1[C:25]([N:30]2[CH2:35][CH2:34][NH:33][CH2:32][CH2:31]2)=[N:26][CH:27]=[CH:28][CH:29]=1.[K+].[Br-]. No catalyst specified. The yield is 0.250. The product is [F:19][C:18]([F:21])([F:20])[C:15]1[CH:16]=[CH:17][C:12]([O:11][C:8]2[CH:9]=[CH:10][C:5]([O:4][C:2]([N:33]3[CH2:34][CH2:35][N:30]([C:25]4[C:24]([C:23]([F:37])([F:22])[F:36])=[CH:29][CH:28]=[CH:27][N:26]=4)[CH2:31][CH2:32]3)=[O:3])=[CH:6][CH:7]=2)=[N:13][CH:14]=1. (2) The reactants are Cl.[N:2]1[CH:3]=[CH:4][N:5]2[CH:10]=[CH:9][N:8]=[C:7]([N:11]3[CH2:15][CH2:14][C@H:13]([NH2:16])[CH2:12]3)[C:6]=12.[F:17][C:18]1[CH:23]=[CH:22][C:21]([N:24]2[CH:28]=[N:27][C:26]([C:29](O)=[O:30])=[N:25]2)=[CH:20][CH:19]=1.C(N(CC)C(C)C)C.CN(C(ON1N=NC2C=CC=NC1=2)=[N+](C)C)C.F[P-](F)(F)(F)(F)F. The catalyst is CN(C=O)C.C(OCC)(=O)C. The product is [F:17][C:18]1[CH:19]=[CH:20][C:21]([N:24]2[CH:28]=[N:27][C:26]([C:29]([NH:16][C@H:13]3[CH2:14][CH2:15][N:11]([C:7]4[C:6]5[N:5]([CH:4]=[CH:3][N:2]=5)[CH:10]=[CH:9][N:8]=4)[CH2:12]3)=[O:30])=[N:25]2)=[CH:22][CH:23]=1. The yield is 0.570. (3) The reactants are Cl.[CH3:2][O:3][C:4]1[CH:9]=[CH:8][C:7]([NH:10][NH2:11])=[CH:6][CH:5]=1.C(N(CC)CC)C.[C:19]([CH2:25][C:26]#[N:27])(=O)[C:20]([CH3:23])([CH3:22])[CH3:21]. The catalyst is C1(C)C=CC=CC=1. The product is [C:20]([C:19]1[CH:25]=[C:26]([NH2:27])[N:10]([C:7]2[CH:8]=[CH:9][C:4]([O:3][CH3:2])=[CH:5][CH:6]=2)[N:11]=1)([CH3:23])([CH3:22])[CH3:21]. The yield is 0.700. (4) The reactants are [N:1]1[C:10]2[CH2:9][N:8](C(OC(C)(C)C)=O)[CH2:7][CH2:6][C:5]=2[CH:4]=[C:3]([C:18]([O:20][CH3:21])=[O:19])[CH:2]=1.[ClH:22]. No catalyst specified. The product is [ClH:22].[N:1]1[C:10]2[CH2:9][NH:8][CH2:7][CH2:6][C:5]=2[CH:4]=[C:3]([C:18]([O:20][CH3:21])=[O:19])[CH:2]=1. The yield is 1.00. (5) The reactants are C[O-].[Na+].Cl[C:5]1[C:10]([N+:11]([O-:13])=[O:12])=[CH:9][C:8]([CH3:14])=[C:7]([CH3:15])[N:6]=1.[CH2:16]([O:18]CC)C.O. The catalyst is CO. The product is [CH3:14][C:8]1[CH:9]=[C:10]([N+:11]([O-:13])=[O:12])[C:5]([O:18][CH3:16])=[N:6][C:7]=1[CH3:15]. The yield is 0.826. (6) The reactants are [F:1][C:2]([F:35])([F:34])[C:3]1[CH:4]=[C:5]([CH:27]=[C:28]([C:30]([F:33])([F:32])[F:31])[CH:29]=1)[CH2:6][N:7]1[CH2:14][CH2:13][CH2:12][O:11][C:10]2[N:15]=[C:16](Cl)[CH:17]=[C:18]([C:19]3[CH:24]=[CH:23][CH:22]=[CH:21][CH:20]=3)[C:9]=2[C:8]1=[O:26].C([O:40][C:41]([N:43]1[CH2:49][CH2:48][CH2:47][NH:46][CH2:45][CH2:44]1)=O)(C)(C)C.[C:50](OC(=O)C)(=O)C. No catalyst specified. The product is [C:41]([N:43]1[CH2:49][CH2:48][CH2:47][N:46]([C:16]2[CH:17]=[C:18]([C:19]3[CH:24]=[CH:23][CH:22]=[CH:21][CH:20]=3)[C:9]3[C:8](=[O:26])[N:7]([CH2:6][C:5]4[CH:4]=[C:3]([C:2]([F:35])([F:34])[F:1])[CH:29]=[C:28]([C:30]([F:33])([F:32])[F:31])[CH:27]=4)[CH2:14][CH2:13][CH2:12][O:11][C:10]=3[N:15]=2)[CH2:45][CH2:44]1)(=[O:40])[CH3:50]. The yield is 0.510. (7) The reactants are C(N(CC)CC)C.Cl.[Cl:9][C:10]1[CH:11]=[C:12]2[C:16](=[CH:17][CH:18]=1)[NH:15][CH:14]=[C:13]2[CH2:19][CH2:20][NH2:21].[Cl:22][CH2:23][C:24]1[CH:32]=[CH:31][C:27]([C:28](Cl)=[O:29])=[CH:26][CH:25]=1. The catalyst is ClCCl. The product is [Cl:9][C:10]1[CH:11]=[C:12]2[C:16](=[CH:17][CH:18]=1)[NH:15][CH:14]=[C:13]2[CH2:19][CH2:20][NH:21][C:28](=[O:29])[C:27]1[CH:31]=[CH:32][C:24]([CH2:23][Cl:22])=[CH:25][CH:26]=1. The yield is 0.880. (8) The yield is 0.640. No catalyst specified. The reactants are [Br:1][C:2]1[CH:3]=[C:4]([C:8]2([CH3:19])[NH:13][C:12](=O)[C:11]3[CH:15]=[CH:16][CH:17]=[CH:18][C:10]=3[O:9]2)[CH:5]=[CH:6][CH:7]=1.O(Cl)[Cl:21].[P+3].P(Cl)(Cl)(Cl)(Cl)Cl. The product is [Br:1][C:2]1[CH:3]=[C:4]([C:8]2([CH3:19])[N:13]=[C:12]([Cl:21])[C:11]3[CH:15]=[CH:16][CH:17]=[CH:18][C:10]=3[O:9]2)[CH:5]=[CH:6][CH:7]=1. (9) The reactants are [CH2:1]([C:3]1[C:12]2[O:11][CH2:10][C:9](=[O:13])[NH:8][C:7]=2[CH:6]=[CH:5][CH:4]=1)[CH3:2].C([O-])([O-])=O.[Cs+].[Cs+].[Cl:20][CH2:21][CH2:22][CH2:23]I. No catalyst specified. The product is [Cl:20][CH2:21][CH2:22][CH2:23][N:8]1[C:7]2[CH:6]=[CH:5][CH:4]=[C:3]([CH2:1][CH3:2])[C:12]=2[O:11][CH2:10][C:9]1=[O:13]. The yield is 0.740.